Task: Predict which catalyst facilitates the given reaction.. Dataset: Catalyst prediction with 721,799 reactions and 888 catalyst types from USPTO Reactant: [CH3:1][O:2][C:3]([C:5]1[CH:19]=[CH:18][C:8]2[N:9]([CH2:12][CH2:13][O:14][CH2:15]SC)[CH:10]=[N:11][C:7]=2[CH:6]=1)=[O:4].O[O:21][S:22]([O-:24])=O.[K+].[CH3:26]O. Product: [CH3:1][O:2][C:3]([C:5]1[CH:19]=[CH:18][C:8]2[N:9]([CH2:12][CH2:13][O:14][CH2:15][S:22]([CH3:26])(=[O:24])=[O:21])[CH:10]=[N:11][C:7]=2[CH:6]=1)=[O:4]. The catalyst class is: 6.